Dataset: Peptide-MHC class II binding affinity with 134,281 pairs from IEDB. Task: Regression. Given a peptide amino acid sequence and an MHC pseudo amino acid sequence, predict their binding affinity value. This is MHC class II binding data. (1) The peptide sequence is NGNATPQLTKNAGVL. The MHC is HLA-DQA10501-DQB10301 with pseudo-sequence HLA-DQA10501-DQB10301. The binding affinity (normalized) is 0.701. (2) The peptide sequence is AAATAGTTVIGAFAA. The MHC is HLA-DPA10103-DPB10401 with pseudo-sequence HLA-DPA10103-DPB10401. The binding affinity (normalized) is 0.0682. (3) The peptide sequence is YHFDLSGHAFGAMAKKGDEQ. The MHC is HLA-DPA10201-DPB11401 with pseudo-sequence HLA-DPA10201-DPB11401. The binding affinity (normalized) is 0.187. (4) The MHC is HLA-DQA10101-DQB10501 with pseudo-sequence HLA-DQA10101-DQB10501. The peptide sequence is VKQNTLKLATGMRNV. The binding affinity (normalized) is 0. (5) The peptide sequence is CELQIVDKIDAAFKI. The MHC is DRB1_0701 with pseudo-sequence DRB1_0701. The binding affinity (normalized) is 0.652. (6) The peptide sequence is VNSIIEKMNTQFTAVGKEF. The MHC is DRB1_0301 with pseudo-sequence DRB1_0301. The binding affinity (normalized) is 0.0419. (7) The peptide sequence is RVWITNNPHMQDKTM. The MHC is HLA-DQA10501-DQB10402 with pseudo-sequence HLA-DQA10501-DQB10402. The binding affinity (normalized) is 0.362.